Dataset: Forward reaction prediction with 1.9M reactions from USPTO patents (1976-2016). Task: Predict the product of the given reaction. (1) Given the reactants [CH3:1][O:2][CH2:3][C:4]1[C:5]([OH:23])=[CH:6][C:7]2[CH2:8][CH2:9][C@@H:10]3[C@@H:19]([C:20]=2[CH:21]=1)[CH2:18][CH2:17][C@@:15]1([CH3:16])[C@H:11]3[CH2:12][CH2:13][C@@H:14]1[OH:22].CC(C)=O.OS(O)(=O)=O.O=[Cr](=O)=O, predict the reaction product. The product is: [OH:23][C:5]1[C:4]([CH2:3][O:2][CH3:1])=[CH:21][C:20]2[C@@H:19]3[C@H:10]([C@H:11]4[C@@:15]([CH2:17][CH2:18]3)([CH3:16])[C:14](=[O:22])[CH2:13][CH2:12]4)[CH2:9][CH2:8][C:7]=2[CH:6]=1. (2) Given the reactants [F:1][C:2]([F:41])([F:40])[C:3]1[CH:4]=[C:5]([NH:17][C:18]([N:20]2[CH2:26][CH2:25][CH2:24][CH2:23][C:22]3[CH:27]=[C:28]([O:31][C:32]4[CH:37]=[C:36](Cl)[N:35]=[C:34]([NH2:39])[N:33]=4)[CH:29]=[CH:30][C:21]2=3)=[O:19])[CH:6]=[CH:7][C:8]=1[CH2:9][N:10]1[CH2:15][CH2:14][N:13]([CH3:16])[CH2:12][CH2:11]1, predict the reaction product. The product is: [F:41][C:2]([F:1])([F:40])[C:3]1[CH:4]=[C:5]([NH:17][C:18]([N:20]2[CH2:26][CH2:25][CH2:24][CH2:23][C:22]3[CH:27]=[C:28]([O:31][C:32]4[CH:37]=[CH:36][N:35]=[C:34]([NH2:39])[N:33]=4)[CH:29]=[CH:30][C:21]2=3)=[O:19])[CH:6]=[CH:7][C:8]=1[CH2:9][N:10]1[CH2:15][CH2:14][N:13]([CH3:16])[CH2:12][CH2:11]1. (3) Given the reactants [CH2:1]=[C:2]([CH2:6][C:7](=O)[C:8]1[CH:13]=[CH:12][CH:11]=[CH:10][CH:9]=1)[C:3](O)=[O:4].[NH2:15][NH2:16], predict the reaction product. The product is: [CH3:1][C:2]1[CH:6]=[C:7]([C:8]2[CH:13]=[CH:12][CH:11]=[CH:10][CH:9]=2)[N:16]=[N:15][C:3]=1[OH:4]. (4) Given the reactants [Br:1][C:2]1[CH:3]=[CH:4][C:5]([NH2:8])=[N:6][CH:7]=1.[I:9]([O-])(=O)=O.[K+].[I-].[K+], predict the reaction product. The product is: [Br:1][C:2]1[CH:3]=[C:4]([I:9])[C:5]([NH2:8])=[N:6][CH:7]=1.